Dataset: Reaction yield outcomes from USPTO patents with 853,638 reactions. Task: Predict the reaction yield, written as a fraction of the theoretical maximum amount of product (1.0 means a 100% yield; for example, 0.34 means a 34% yield). The reactants are [Br:1][C:2]1[CH:3]=[C:4]([NH:10][C:11]2[CH:20]=[CH:19][C:14]([C:15](OC)=[O:16])=[CH:13][N:12]=2)[C:5](=[O:9])[N:6]([CH3:8])[CH:7]=1.CC(C[AlH]CC(C)C)C.C(=O)=O.CC(C)=O. The catalyst is C(Cl)Cl. The product is [Br:1][C:2]1[CH:3]=[C:4]([NH:10][C:11]2[CH:20]=[CH:19][C:14]([CH2:15][OH:16])=[CH:13][N:12]=2)[C:5](=[O:9])[N:6]([CH3:8])[CH:7]=1. The yield is 0.900.